From a dataset of Catalyst prediction with 721,799 reactions and 888 catalyst types from USPTO. Predict which catalyst facilitates the given reaction. (1) Reactant: O.[C:2]1([CH3:12])[CH:7]=[CH:6][C:5]([S:8]([OH:11])(=[O:10])=[O:9])=[CH:4][CH:3]=1. Product: [CH3:12][C:2]1[CH:7]=[CH:6][C:5]([S:8]([OH:11])(=[O:10])=[O:9])=[CH:4][CH:3]=1. The catalyst class is: 6. (2) Reactant: Cl.C(N=C=N[CH2:7][CH2:8][CH2:9][N:10]([CH3:12])[CH3:11])C.[CH2:13]([N:15](CC)CC)[CH3:14].[CH:20]([C:22]1[NH:26][C:25]([CH3:27])=[C:24]([C:28]([OH:30])=O)[C:23]=1[CH3:31])=[O:21].ON1[C:37]2C=CC=C[C:36]=2N=N1.[CH3:42][N:43]([CH:45]=[O:46])C. Product: [CH3:12][N:10]([CH3:11])[C:9]1[CH:8]=[CH:7][C:42]([NH:43][C:45](=[O:46])[CH:13]([NH:15][C:28]([C:24]2[C:23]([CH3:31])=[C:22]([CH:20]=[O:21])[NH:26][C:25]=2[CH3:27])=[O:30])[CH3:14])=[CH:37][CH:36]=1. The catalyst class is: 6. (3) Reactant: [Cl:1][C:2]1[C:7]([CH3:8])=[CH:6][CH:5]=[CH:4][C:3]=1[OH:9].[C:10]([CH:12](OS(C)(=O)=O)[CH2:13][O:14][CH3:15])#[N:11].C([O-])([O-])=O.[K+].[K+]. Product: [Cl:1][C:2]1[C:7]([CH3:8])=[CH:6][CH:5]=[CH:4][C:3]=1[O:9][CH:12]([CH2:13][O:14][CH3:15])[C:10]#[N:11]. The catalyst class is: 10.